This data is from Forward reaction prediction with 1.9M reactions from USPTO patents (1976-2016). The task is: Predict the product of the given reaction. (1) Given the reactants Cl.[NH2:2][CH2:3][C:4]([NH:6][CH:7]([C:14]1[CH:19]=[CH:18][C:17]([Cl:20])=[CH:16][CH:15]=1)[C:8]1[CH:13]=[CH:12][CH:11]=[CH:10][CH:9]=1)=[O:5].[N:21]1[C:30]2[C:25](=[CH:26][C:27]([C:31](O)=[O:32])=[CH:28][CH:29]=2)[N:24]=[CH:23][CH:22]=1, predict the reaction product. The product is: [Cl:20][C:17]1[CH:18]=[CH:19][C:14]([CH:7]([NH:6][C:4]([CH2:3][NH:2][C:31]([C:27]2[CH:26]=[C:25]3[C:30](=[CH:29][CH:28]=2)[N:21]=[CH:22][CH:23]=[N:24]3)=[O:32])=[O:5])[C:8]2[CH:13]=[CH:12][CH:11]=[CH:10][CH:9]=2)=[CH:15][CH:16]=1. (2) Given the reactants [ClH:1].[NH2:2][C@@H:3]1[CH2:5][C@H:4]1[C:6]1[CH:11]=[CH:10][C:9]([NH:12][C:13](=[O:24])[C:14]2[CH:19]=[CH:18][CH:17]=[C:16]([C:20]([F:23])([F:22])[F:21])[CH:15]=2)=[CH:8][CH:7]=1.[S:25]1(=[O:33])(=[O:32])[CH2:30][CH2:29][C:28](=O)[CH2:27][CH2:26]1.C(O)(=O)C.C(=O)([O-])O.[Na+], predict the reaction product. The product is: [ClH:1].[O:32]=[S:25]1(=[O:33])[CH2:30][CH2:29][CH:28]([NH:2][C@@H:3]2[CH2:5][C@H:4]2[C:6]2[CH:7]=[CH:8][C:9]([NH:12][C:13](=[O:24])[C:14]3[CH:19]=[CH:18][CH:17]=[C:16]([C:20]([F:22])([F:23])[F:21])[CH:15]=3)=[CH:10][CH:11]=2)[CH2:27][CH2:26]1.